Dataset: Catalyst prediction with 721,799 reactions and 888 catalyst types from USPTO. Task: Predict which catalyst facilitates the given reaction. (1) Reactant: [C@@H:1]1([O:11][CH2:12][CH2:13][NH:14][C:15](=[O:32])[CH2:16][CH2:17][CH2:18][CH2:19][C:20]([NH:22][CH2:23][CH2:24][CH2:25][CH2:26][C@@H:27]([C:29]([OH:31])=[O:30])[NH2:28])=[O:21])[O:9][C@@H:8]([CH3:10])[C@@H:6]([OH:7])[C@@H:4]([OH:5])[C@@H:2]1[OH:3].O=C1CCC(=O)N1[O:40][C:41](=O)[CH2:42][CH2:43][CH2:44][CH2:45][CH2:46][CH2:47][C:48]([O:50][CH2:51][C:52]1[CH:57]=[CH:56][CH:55]=[CH:54][CH:53]=1)=[O:49].CCN(C(C)C)C(C)C. Product: [CH2:51]([O:50][C:48](=[O:49])[CH2:47][CH2:46][CH2:45][CH2:44][CH2:43][CH2:42][C:41]([NH:28][C@H:27]([C:29]([OH:31])=[O:30])[CH2:26][CH2:25][CH2:24][CH2:23][NH:22][C:20](=[O:21])[CH2:19][CH2:18][CH2:17][CH2:16][C:15]([NH:14][CH2:13][CH2:12][O:11][C@@H:1]1[O:9][C@@H:8]([CH3:10])[C@@H:6]([OH:7])[C@@H:4]([OH:5])[C@@H:2]1[OH:3])=[O:32])=[O:40])[C:52]1[CH:57]=[CH:56][CH:55]=[CH:54][CH:53]=1. The catalyst class is: 3. (2) Reactant: C([O:5][C:6](=[O:28])[CH2:7][N:8]1[C:12]2[CH:13]=[CH:14][CH:15]=[CH:16][C:11]=2[N:10]=[C:9]1[S:17][CH2:18][CH2:19][NH:20][C:21]([O:23][C:24]([CH3:27])([CH3:26])[CH3:25])=[O:22])(C)(C)C.C1COCC1.Cl. Product: [C:24]([O:23][C:21]([NH:20][CH2:19][CH2:18][S:17][C:9]1[N:8]([CH2:7][C:6]([OH:28])=[O:5])[C:12]2[CH:13]=[CH:14][CH:15]=[CH:16][C:11]=2[N:10]=1)=[O:22])([CH3:27])([CH3:25])[CH3:26]. The catalyst class is: 611. (3) Reactant: C(OC(=O)[NH:10][C:11]1[C:12]([C:27]([NH:29][C:30]2[CH:31]=[N:32][CH:33]=[CH:34][C:35]=2[N:36]2[CH2:41][C@H:40]([CH3:42])[C@@H:39]([O:43][Si](C(C)(C)C)(C)C)[C@H:38]([NH:51]C(OC(C)(C)C)=O)[CH2:37]2)=[O:28])=[N:13][C:14]2[C:19]([CH:20]=1)=[CH:18][CH:17]=[C:16]([N:21]1[CH2:26][CH2:25][O:24][CH2:23][CH2:22]1)[CH:15]=2)C1C=CC=CC=1.[H][H]. Product: [NH2:10][C:11]1[C:12]([C:27]([NH:29][C:30]2[CH:31]=[N:32][CH:33]=[CH:34][C:35]=2[N:36]2[CH2:41][C@H:40]([CH3:42])[C@@H:39]([OH:43])[C@H:38]([NH2:51])[CH2:37]2)=[O:28])=[N:13][C:14]2[C:19]([CH:20]=1)=[CH:18][CH:17]=[C:16]([N:21]1[CH2:22][CH2:23][O:24][CH2:25][CH2:26]1)[CH:15]=2. The catalyst class is: 19. (4) Reactant: Br.[CH2:2]([O:4][C:5]([N:7]1[CH2:13][CH:12]([NH2:14])[C:11]2=[N:15][C:16]([C:20]3[CH:25]=[CH:24][N:23]=[CH:22][N:21]=3)=[CH:17][C:18](=[O:19])[N:10]2[CH2:9][CH2:8]1)=[O:6])[CH3:3].[Cl:26][C:27]1[CH:35]=[CH:34][C:30]([C:31](O)=[O:32])=[C:29]([O:36][CH3:37])[CH:28]=1.C(P(=O)(OCC)OCC)#N.C(N(CC)CC)C. Product: [CH2:2]([O:4][C:5]([N:7]1[CH2:13][CH:12]([NH:14][C:31](=[O:32])[C:30]2[CH:34]=[CH:35][C:27]([Cl:26])=[CH:28][C:29]=2[O:36][CH3:37])[C:11]2=[N:15][C:16]([C:20]3[CH:25]=[CH:24][N:23]=[CH:22][N:21]=3)=[CH:17][C:18](=[O:19])[N:10]2[CH2:9][CH2:8]1)=[O:6])[CH3:3]. The catalyst class is: 9. (5) The catalyst class is: 7. Reactant: [F:1][C:2]1[CH:7]=[CH:6][C:5]([NH:8][C:9]([C:11]2[N:16]=[CH:15][C:14]([CH:17]([CH3:22])[C:18]([O:20]C)=[O:19])=[CH:13][CH:12]=2)=[O:10])=[CH:4][CH:3]=1.O.[OH-].[Li+]. Product: [F:1][C:2]1[CH:3]=[CH:4][C:5]([NH:8][C:9]([C:11]2[N:16]=[CH:15][C:14]([CH:17]([CH3:22])[C:18]([OH:20])=[O:19])=[CH:13][CH:12]=2)=[O:10])=[CH:6][CH:7]=1.